The task is: Predict the reactants needed to synthesize the given product.. This data is from Full USPTO retrosynthesis dataset with 1.9M reactions from patents (1976-2016). (1) Given the product [CH3:1][O:2][C:3](=[O:27])[NH:4][CH:5]([C:10]([NH:12][NH:13][CH2:14][C:15]1[CH:20]=[CH:19][C:18]([C:21]2[CH:26]=[CH:25][CH:24]=[CH:23][N:22]=2)=[CH:17][CH:16]=1)=[O:11])[C:6]([CH3:9])([CH3:8])[CH3:7], predict the reactants needed to synthesize it. The reactants are: [CH3:1][O:2][C:3](=[O:27])[NH:4][CH:5]([C:10]([NH:12][N:13]=[CH:14][C:15]1[CH:20]=[CH:19][C:18]([C:21]2[CH:26]=[CH:25][CH:24]=[CH:23][N:22]=2)=[CH:17][CH:16]=1)=[O:11])[C:6]([CH3:9])([CH3:8])[CH3:7].[BH3-]C#N.[Na+].C1(C)C=CC(S(O)(=O)=O)=CC=1. (2) Given the product [Br:13][CH2:10][C:9]([C:6]1[CH:7]=[CH:8][C:3]([CH2:1][CH3:2])=[CH:4][CH:5]=1)=[O:11], predict the reactants needed to synthesize it. The reactants are: [CH2:1]([C:3]1[CH:8]=[CH:7][C:6]([C:9](=[O:11])[CH3:10])=[CH:5][CH:4]=1)[CH3:2].Cl.[Br:13]Br. (3) Given the product [CH:2]([C:3]1[CH:4]=[C:5]([NH:9][C:10](=[O:12])[CH3:11])[CH:6]=[CH:7][CH:8]=1)=[O:1], predict the reactants needed to synthesize it. The reactants are: [OH:1][CH2:2][C:3]1[CH:4]=[C:5]([NH:9][C:10](=[O:12])[CH3:11])[CH:6]=[CH:7][CH:8]=1. (4) Given the product [F:1][CH2:2][CH2:3][N:33]1[CH2:34][CH2:35][CH:30]([CH:29]([C:36]2[CH:41]=[CH:40][CH:39]=[CH:38][CH:37]=2)[N:27]2[CH:28]=[C:24]([NH2:21])[CH:25]=[N:26]2)[CH2:31][CH2:32]1, predict the reactants needed to synthesize it. The reactants are: [F:1][CH2:2][CH2:3]N1CC(C(C2C=CC=CC=2)N2C=C(N)C=N2)C1.[N+:21]([C:24]1[CH:25]=[N:26][N:27]([CH:29]([C:36]2[CH:41]=[CH:40][CH:39]=[CH:38][CH:37]=2)[CH:30]2[CH2:35][CH2:34][NH:33][CH2:32][CH2:31]2)[CH:28]=1)([O-])=O. (5) Given the product [OH:30][C:29]1[CH:10]=[CH:11][CH:12]=[CH:13][C:14]=1[C:6]([NH:7][C:11]1[CH:12]=[C:13]2[C:8](=[CH:9][CH:10]=1)[N:7]([CH3:24])[C:6]([C:4]([OH:3])=[O:5])=[CH:14]2)=[O:31], predict the reactants needed to synthesize it. The reactants are: C([O:3][C:4]([C:6]1(OC(=O)C)[CH:14](NC(=O)C2C=CC=CC=2)[C:13]2[C:8](=[CH:9][CH:10]=[CH:11][CH:12]=2)[N:7]1[CH3:24])=[O:5])C.[CH3:29][OH:30].[OH2:31].[OH-].[Li+]. (6) Given the product [I-:31].[Cl:1][C:2]1[CH:7]=[CH:6][C:5]2[N:8]([CH2:19][CH2:20][CH2:21][CH2:22][CH2:23][CH:24]3[CH2:25][CH2:26][CH2:27][CH2:28][CH2:29]3)[C:9]3[CH:10]=[N+:11]([CH3:30])[C:12]4[C:17]([C:18]=3[C:4]=2[CH:3]=1)=[CH:16][CH:15]=[CH:14][CH:13]=4, predict the reactants needed to synthesize it. The reactants are: [Cl:1][C:2]1[CH:7]=[CH:6][C:5]2[N:8]([CH2:19][CH2:20][CH2:21][CH2:22][CH2:23][CH:24]3[CH2:29][CH2:28][CH2:27][CH2:26][CH2:25]3)[C:9]3[CH:10]=[N:11][C:12]4[C:17]([C:18]=3[C:4]=2[CH:3]=1)=[CH:16][CH:15]=[CH:14][CH:13]=4.[CH3:30][I:31]. (7) Given the product [CH3:1][C:2]1[CH:3]=[C:4]2[C:9](=[CH:10][CH:11]=1)[O:8][CH:7]([C:12]([OH:14])=[O:13])[CH2:6][CH2:5]2, predict the reactants needed to synthesize it. The reactants are: [CH3:1][C:2]1[CH:3]=[C:4]2[C:9](=[CH:10][CH:11]=1)[O:8][C:7]([C:12]([OH:14])=[O:13])=[CH:6][C:5]2=O. (8) Given the product [CH3:44][C:41]1[CH:42]=[CH:43][C:38]([C:25]2[CH:26]=[CH:27][C:22]([CH2:21][CH2:20][C:18]3[O:17][N:16]=[C:15]([C:10]4[CH:11]=[C:12]5[C:7](=[CH:8][CH:9]=4)[CH2:6][N:5]([S:2]([CH3:1])(=[O:3])=[O:4])[CH2:14][CH2:13]5)[N:19]=3)=[CH:23][CH:24]=2)=[N:39][CH:40]=1, predict the reactants needed to synthesize it. The reactants are: [CH3:1][S:2]([N:5]1[CH2:14][CH2:13][C:12]2[C:7](=[CH:8][CH:9]=[C:10]([C:15]3[N:19]=[C:18]([CH2:20][CH2:21][C:22]4[CH:27]=[CH:26][C:25](B5OC(C)(C)C(C)(C)O5)=[CH:24][CH:23]=4)[O:17][N:16]=3)[CH:11]=2)[CH2:6]1)(=[O:4])=[O:3].Br[C:38]1[CH:43]=[CH:42][C:41]([CH3:44])=[CH:40][N:39]=1.O1CCOCC1.C([O-])([O-])=O.[Na+].[Na+]. (9) Given the product [Cl:1][C:2]1[CH:9]=[C:8]([Cl:10])[CH:7]=[CH:6][C:3]=1[C:4]([CH:4]([C:3]1[CH:6]=[CH:7][C:8]([Cl:10])=[CH:9][C:2]=1[Cl:1])[OH:5])=[O:5], predict the reactants needed to synthesize it. The reactants are: [Cl:1][C:2]1[CH:9]=[C:8]([Cl:10])[CH:7]=[CH:6][C:3]=1[CH:4]=[O:5].[C-]#N.[Na+].